Dataset: Reaction yield outcomes from USPTO patents with 853,638 reactions. Task: Predict the reaction yield, written as a fraction of the theoretical maximum amount of product (1.0 means a 100% yield; for example, 0.34 means a 34% yield). (1) The reactants are Cl.[F:2][C:3]1[CH:8]=[CH:7][C:6]([C@H:9]2[C:14](=[O:15])[O:13][CH2:12][CH2:11][N:10]2[CH2:16][C:17]2[CH:22]=[CH:21][CH:20]=[CH:19][CH:18]=2)=[CH:5][CH:4]=1.[C:23](=[O:26])(O)[O-].[Na+].CCC(C)[BH-](C(C)CC)C(C)CC.[Li+].[F:42][C:43]([F:58])([F:57])[C:44]1[CH:45]=[C:46]([CH:50]=[C:51]([C:53]([F:56])([F:55])[F:54])[CH:52]=1)[C:47](Cl)=O. The catalyst is C(OCC)(=O)C. The product is [F:2][C:3]1[CH:4]=[CH:5][C:6]([C@H:9]2[C@@H:14]([O:15][C:23](=[O:26])[CH2:47][C:46]3[CH:50]=[C:51]([C:53]([F:55])([F:56])[F:54])[CH:52]=[C:44]([C:43]([F:42])([F:57])[F:58])[CH:45]=3)[O:13][CH2:12][CH2:11][N:10]2[CH2:16][C:17]2[CH:18]=[CH:19][CH:20]=[CH:21][CH:22]=2)=[CH:7][CH:8]=1. The yield is 0.650. (2) The yield is 0.460. The catalyst is C(Cl)Cl. The product is [CH2:16]([O:15][C:13](=[O:14])[CH2:12][O:11][C:10]1[C:5]([CH2:4][NH:3][C:28](=[O:29])[CH2:27][C:26]([N:31]2[C:39](=[O:40])[C:38]3[C:33](=[CH:34][CH:35]=[CH:36][CH:37]=3)[C:32]2=[O:41])([CH3:42])[CH3:25])=[N:6][CH:7]=[CH:8][CH:9]=1)[CH3:17]. The reactants are Cl.Cl.[NH2:3][CH2:4][C:5]1[C:10]([O:11][CH2:12][C:13]([O:15][CH2:16][CH3:17])=[O:14])=[CH:9][CH:8]=[CH:7][N:6]=1.C(N(CC)CC)C.[CH3:25][C:26]([CH3:42])([N:31]1[C:39](=[O:40])[C:38]2[C:33](=[CH:34][CH:35]=[CH:36][CH:37]=2)[C:32]1=[O:41])[CH2:27][C:28](O)=[O:29]. (3) The reactants are [Cl:1][C:2]1[CH:3]=[CH:4][C:5]([CH3:30])=[C:6]([CH:29]=1)[CH2:7][N:8](C)[C:9]([C:12]1[C:16](O[Si](C(C)C)(C(C)C)C(C)C)=[N:15][O:14][N:13]=1)=[N:10][OH:11].Cl.[O:32]1CCOC[CH2:33]1. The catalyst is CO. The product is [Cl:1][C:2]1[CH:3]=[CH:4][C:5]([CH3:30])=[C:6]([CH:29]=1)[CH2:7][NH:8][C:9]([C:12]1[C:16]([CH2:33][OH:32])=[N:15][O:14][N:13]=1)=[N:10][OH:11]. The yield is 0.840. (4) The reactants are C[O:2][C:3](=[O:28])[C:4]([NH:9][C:10]([C:12]1[CH:17]=[CH:16][C:15]([CH:18]2[CH2:20][CH2:19]2)=[C:14]([O:21][CH2:22][CH:23]2[CH2:27][CH2:26][CH2:25][O:24]2)[N:13]=1)=[O:11])([CH2:7][CH3:8])[CH2:5][CH3:6].O.[OH-].[Li+].[OH-].[Na+]. The catalyst is C1COCC1.O. The product is [CH:18]1([C:15]2[CH:16]=[CH:17][C:12]([C:10]([NH:9][C:4]([CH2:7][CH3:8])([CH2:5][CH3:6])[C:3]([OH:28])=[O:2])=[O:11])=[N:13][C:14]=2[O:21][CH2:22][CH:23]2[CH2:27][CH2:26][CH2:25][O:24]2)[CH2:20][CH2:19]1. The yield is 0.850.